Dataset: Reaction yield outcomes from USPTO patents with 853,638 reactions. Task: Predict the reaction yield, written as a fraction of the theoretical maximum amount of product (1.0 means a 100% yield; for example, 0.34 means a 34% yield). (1) The reactants are CC(C)([O-:4])C.[K+].Cl[C:8]1[N:9]=[CH:10][C:11]([C:14]([OH:16])=[O:15])=[N:12][CH:13]=1.[F:17][C:18]([F:21])(O)[CH3:19]. The catalyst is CN(C=O)C. The product is [F:17][CH:18]([F:21])[CH2:19][O:4][C:8]1[N:9]=[CH:10][C:11]([C:14]([OH:16])=[O:15])=[N:12][CH:13]=1. The yield is 0.910. (2) The reactants are [CH:1]1([C:4]2[CH:9]=[CH:8][N:7]=[CH:6][C:5]=2[N:10]2[CH2:14][CH2:13][NH:12][C:11]2=[O:15])[CH2:3][CH2:2]1.Br[C:17]1[CH:26]=[CH:25][C:24]2[C:19](=[CH:20][CH:21]=[CH:22][CH:23]=2)[CH:18]=1.CN[C@@H]1CCCC[C@H]1NC.P([O-])([O-])([O-])=O.[K+].[K+].[K+]. The catalyst is [Cu](I)I.O1CCOCC1. The product is [CH:1]1([C:4]2[CH:9]=[CH:8][N:7]=[CH:6][C:5]=2[N:10]2[CH2:14][CH2:13][N:12]([C:17]3[CH:26]=[CH:25][C:24]4[C:19](=[CH:20][CH:21]=[CH:22][CH:23]=4)[CH:18]=3)[C:11]2=[O:15])[CH2:3][CH2:2]1. The yield is 0.120.